Dataset: Reaction yield outcomes from USPTO patents with 853,638 reactions. Task: Predict the reaction yield, written as a fraction of the theoretical maximum amount of product (1.0 means a 100% yield; for example, 0.34 means a 34% yield). (1) The reactants are [Cl:1][C:2]1[CH:7]=[CH:6][C:5]([C:8]2[S:9][C:10]([C:14]([NH:16][CH2:17][CH:18]3[CH2:23][CH2:22][CH2:21][N:20]([C:24]4[CH:33]=[CH:32][CH:31]=[CH:30][C:25]=4[C:26]([O:28]C)=[O:27])[CH2:19]3)=[O:15])=[C:11]([CH3:13])[N:12]=2)=[CH:4][CH:3]=1.[OH-].[K+]. The catalyst is CO. The product is [Cl:1][C:2]1[CH:7]=[CH:6][C:5]([C:8]2[S:9][C:10]([C:14]([NH:16][CH2:17][CH:18]3[CH2:23][CH2:22][CH2:21][N:20]([C:24]4[CH:33]=[CH:32][CH:31]=[CH:30][C:25]=4[C:26]([OH:28])=[O:27])[CH2:19]3)=[O:15])=[C:11]([CH3:13])[N:12]=2)=[CH:4][CH:3]=1. The yield is 0.810. (2) The reactants are Br[C:2]1[CH:3]=[CH:4][C:5]([CH2:8][S:9][C:10]2[C:20]3[CH2:19][CH2:18][N:17]([C:21]([O:23][C:24]([CH3:27])([CH3:26])[CH3:25])=[O:22])[CH2:16][CH2:15][C:14]=3[CH:13]=[CH:12][C:11]=2[Cl:28])=[N:6][CH:7]=1.[Br-].[CH:30]1([Zn+])[CH2:35][CH2:34][CH2:33][CH2:32][CH2:31]1.C1COCC1. The catalyst is C1C=CC([PH+]([C]2[CH][CH][CH][CH]2)C2C=CC=CC=2)=CC=1.C1C=CC([PH+]([C]2[CH][CH][CH][CH]2)C2C=CC=CC=2)=CC=1.C(Cl)Cl.Cl[Pd]Cl.[Fe]. The product is [C:24]([O:23][C:21]([N:17]1[CH2:18][CH2:19][C:20]2[C:10]([S:9][CH2:8][C:5]3[CH:4]=[CH:3][C:2]([CH:30]4[CH2:35][CH2:34][CH2:33][CH2:32][CH2:31]4)=[CH:7][N:6]=3)=[C:11]([Cl:28])[CH:12]=[CH:13][C:14]=2[CH2:15][CH2:16]1)=[O:22])([CH3:27])([CH3:26])[CH3:25]. The yield is 0.320. (3) The reactants are [F:1][C:2]1([F:31])[O:6][C:5]2[CH:7]=[CH:8][C:9]([NH:11][C:12]([C:14]3[CH:19]=[CH:18][CH:17]=[CH:16][C:15]=3[NH:20][CH2:21][C:22]3[CH:27]=[CH:26][N:25]=[C:24]([C:28](O)=[O:29])[CH:23]=3)=[O:13])=[CH:10][C:4]=2[O:3]1.[CH3:32][S:33]([CH2:36][CH2:37][NH2:38])(=[O:35])=[O:34].C1CN([P+](ON2N=NC3C=CC=CC2=3)(N2CCCC2)N2CCCC2)CC1.F[P-](F)(F)(F)(F)F. The catalyst is C1COCC1.O. The product is [F:31][C:2]1([F:1])[O:6][C:5]2[CH:7]=[CH:8][C:9]([NH:11][C:12]([C:14]3[CH:19]=[CH:18][CH:17]=[CH:16][C:15]=3[NH:20][CH2:21][C:22]3[CH:27]=[CH:26][N:25]=[C:24]([C:28]([NH:38][CH2:37][CH2:36][S:33]([CH3:32])(=[O:35])=[O:34])=[O:29])[CH:23]=3)=[O:13])=[CH:10][C:4]=2[O:3]1. The yield is 0.430. (4) The yield is 0.620. The catalyst is C1COCC1.O. The reactants are [OH-].[Li+].[CH:3]1([C@H:9]([NH:14][C:15]([C:17]2[CH:22]=[CH:21][C:20]([CH3:23])=[CH:19][C:18]=2[NH:24][C:25]([NH:27][C:28]2[C:33]([CH3:34])=[CH:32][CH:31]=[CH:30][C:29]=2[CH3:35])=[O:26])=[O:16])[C:10]([O:12]C)=[O:11])[CH2:8][CH2:7][CH2:6][CH2:5][CH2:4]1.CO.Cl. The product is [CH:3]1([CH:9]([NH:14][C:15]([C:17]2[CH:22]=[CH:21][C:20]([CH3:23])=[CH:19][C:18]=2[NH:24][C:25]([NH:27][C:28]2[C:33]([CH3:34])=[CH:32][CH:31]=[CH:30][C:29]=2[CH3:35])=[O:26])=[O:16])[C:10]([OH:12])=[O:11])[CH2:8][CH2:7][CH2:6][CH2:5][CH2:4]1. (5) The reactants are [CH3:1][N:2]1[C:6]2[C:7]3[CH:8]=[CH:9][CH:10]=[CH:11][C:12]=3[O:13][C:14]3([CH2:19][CH2:18][N:17]([C:20]([C:22]4[CH:31]=[CH:30][CH:29]=[CH:28][C:23]=4[C:24]([O:26]C)=[O:25])=[O:21])[CH2:16][CH2:15]3)[C:5]=2[CH:4]=[N:3]1.[OH-].[Na+]. The catalyst is O1CCOCC1. The product is [CH3:1][N:2]1[C:6]2[C:7]3[CH:8]=[CH:9][CH:10]=[CH:11][C:12]=3[O:13][C:14]3([CH2:19][CH2:18][N:17]([C:20]([C:22]4[CH:31]=[CH:30][CH:29]=[CH:28][C:23]=4[C:24]([OH:26])=[O:25])=[O:21])[CH2:16][CH2:15]3)[C:5]=2[CH:4]=[N:3]1. The yield is 0.750. (6) The product is [C:20]([C:24]1[CH:25]=[CH:26][C:27]([C:28]([NH:18][C:12]2[CH:13]=[CH:14][CH:15]=[C:16]([F:17])[C:11]=2[C:10]([NH:9][C:6]2[CH:7]=[CH:8][C:3]([O:2][CH3:1])=[CH:4][CH:5]=2)=[O:19])=[O:29])=[CH:31][CH:32]=1)([CH3:23])([CH3:21])[CH3:22]. No catalyst specified. The reactants are [CH3:1][O:2][C:3]1[CH:8]=[CH:7][C:6]([NH:9][C:10](=[O:19])[C:11]2[C:16]([F:17])=[CH:15][CH:14]=[CH:13][C:12]=2[NH2:18])=[CH:5][CH:4]=1.[C:20]([C:24]1[CH:32]=[CH:31][C:27]([C:28](Cl)=[O:29])=[CH:26][CH:25]=1)([CH3:23])([CH3:22])[CH3:21]. The yield is 0.650. (7) The reactants are [N+:1]([C:4]1[CH:5]=[C:6]2[C:10](=[CH:11][CH:12]=1)[NH:9][CH:8]=[C:7]2[C:13]1[CH2:14][CH2:15][CH2:16][N:17]([C:19]([O:21][C:22]([CH3:25])([CH3:24])[CH3:23])=[O:20])[CH:18]=1)([O-:3])=[O:2].[H-].[Na+].CI.[C:30](OCC)(=O)C. The catalyst is C1COCC1.CCCCCC. The product is [CH3:30][N:9]1[C:10]2[C:6](=[CH:5][C:4]([N+:1]([O-:3])=[O:2])=[CH:12][CH:11]=2)[C:7]([C:13]2[CH2:14][CH2:15][CH2:16][N:17]([C:19]([O:21][C:22]([CH3:25])([CH3:24])[CH3:23])=[O:20])[CH:18]=2)=[CH:8]1. The yield is 0.700.